Dataset: Forward reaction prediction with 1.9M reactions from USPTO patents (1976-2016). Task: Predict the product of the given reaction. (1) The product is: [C:15]([C:17]1[N:21]([CH3:22])[C:20]([C:2]2[CH:7]=[CH:6][C:5]([S:8]([NH:11][CH:12]([CH3:14])[CH3:13])(=[O:10])=[O:9])=[CH:4][CH:3]=2)=[CH:19][CH:18]=1)#[N:16]. Given the reactants Br[C:2]1[CH:7]=[CH:6][C:5]([S:8]([NH:11][CH:12]([CH3:14])[CH3:13])(=[O:10])=[O:9])=[CH:4][CH:3]=1.[C:15]([C:17]1[N:21]([CH3:22])[C:20](B(O)O)=[CH:19][CH:18]=1)#[N:16].[F-].[K+].C(P(C(C)(C)C)C(C)(C)C)(C)(C)C, predict the reaction product. (2) Given the reactants Br[CH2:2][C:3]([C:5]1[CH:10]=[CH:9][C:8]([S:11]([NH2:14])(=[O:13])=[O:12])=[C:7]([F:15])[CH:6]=1)=O.[Br:16][C:17]1[CH:22]=[CH:21][C:20]([CH2:23][C:24]([OH:26])=[O:25])=[CH:19][CH:18]=1, predict the reaction product. The product is: [Br:16][C:17]1[CH:18]=[CH:19][C:20]([C:23]2[C:24](=[O:26])[O:25][CH2:2][C:3]=2[C:5]2[CH:10]=[CH:9][C:8]([S:11]([NH2:14])(=[O:13])=[O:12])=[C:7]([F:15])[CH:6]=2)=[CH:21][CH:22]=1. (3) Given the reactants C(OC([NH:8][CH:9]1[CH2:14][CH2:13][N:12]([C:15]2[CH:24]=[CH:23][C:18]([C:19]([O:21][CH3:22])=[O:20])=[CH:17][CH:16]=2)[CH2:11][CH2:10]1)=O)(C)(C)C.[ClH:25].CO, predict the reaction product. The product is: [ClH:25].[ClH:25].[NH2:8][CH:9]1[CH2:14][CH2:13][N:12]([C:15]2[CH:24]=[CH:23][C:18]([C:19]([O:21][CH3:22])=[O:20])=[CH:17][CH:16]=2)[CH2:11][CH2:10]1. (4) Given the reactants [CH:1]1([N:6]2[C:11]3[N:12]=[C:13](S(C)=O)[N:14]=[CH:15][C:10]=3[CH:9]=[CH:8][C:7]2=[O:19])[CH2:5][CH2:4][CH2:3][CH2:2]1.[NH2:20][C:21]1[CH:26]=[CH:25][CH:24]=[CH:23][N:22]=1, predict the reaction product. The product is: [CH:1]1([N:6]2[C:11]3[N:12]=[C:13]([NH:20][C:21]4[CH:26]=[CH:25][CH:24]=[CH:23][N:22]=4)[N:14]=[CH:15][C:10]=3[CH:9]=[CH:8][C:7]2=[O:19])[CH2:5][CH2:4][CH2:3][CH2:2]1. (5) Given the reactants [Si]([O:8][CH2:9][CH2:10][C:11]1[CH:12]=[N:13][N:14]([C:16]2[CH:21]=[C:20]([C:22]#[N:23])[CH:19]=[CH:18][N:17]=2)[CH:15]=1)(C(C)(C)C)(C)C.Cl.C(OCC)(=O)C.C([O-])(O)=O.[Na+], predict the reaction product. The product is: [OH:8][CH2:9][CH2:10][C:11]1[CH:12]=[N:13][N:14]([C:16]2[CH:21]=[C:20]([C:22]#[N:23])[CH:19]=[CH:18][N:17]=2)[CH:15]=1. (6) Given the reactants [C:1]([O:5][C:6]([NH:8][CH2:9][C@H:10]1[C@H:14]([CH2:15][NH:16][C:17]([O:19][C:20]([CH3:23])([CH3:22])[CH3:21])=[O:18])[CH2:13][NH:12][CH2:11]1)=[O:7])([CH3:4])([CH3:3])[CH3:2].C=O.[C:26]([BH3-])#N.[Na+].[OH-].[Na+], predict the reaction product. The product is: [CH3:26][N:12]1[CH2:11][C@@H:10]([CH2:9][NH:8][C:6]([O:5][C:1]([CH3:4])([CH3:3])[CH3:2])=[O:7])[C@H:14]([CH2:15][NH:16][C:17]([O:19][C:20]([CH3:23])([CH3:22])[CH3:21])=[O:18])[CH2:13]1. (7) Given the reactants C([Li])CCC.C1C[O:9][CH2:8]C1.Br[C:12]1[S:13][C:14]([C:18]2[C:19]([CH3:33])=[N:20][N:21]3[C:26]([CH:27]([CH2:30][CH3:31])[CH2:28][CH3:29])=[CH:25][C:24]([CH3:32])=[N:23][C:22]=23)=[C:15]([Br:17])[N:16]=1.C(N1CCOCC1)=O, predict the reaction product. The product is: [Br:17][C:15]1[N:16]=[C:12]([CH:8]=[O:9])[S:13][C:14]=1[C:18]1[C:19]([CH3:33])=[N:20][N:21]2[C:26]([CH:27]([CH2:30][CH3:31])[CH2:28][CH3:29])=[CH:25][C:24]([CH3:32])=[N:23][C:22]=12. (8) Given the reactants [CH2:1]([NH:8][C:9]1[C:10]2[CH2:32][O:31][CH2:30][CH2:29][C:11]=2[N:12]=[C:13]([N:15]2[C:23]3[CH:22]=[CH:21][CH:20]=[C:19]([C:24]#[N:25])[C:18]=3[CH:17]=[C:16]2[CH:26]2[CH2:28][CH2:27]2)[N:14]=1)[C:2]1[CH:7]=[CH:6][CH:5]=[CH:4][CH:3]=1.C([O-])([O-])=[O:34].[K+].[K+].O, predict the reaction product. The product is: [CH2:1]([NH:8][C:9]1[C:10]2[CH2:32][O:31][CH2:30][CH2:29][C:11]=2[N:12]=[C:13]([N:15]2[C:23]3[CH:22]=[CH:21][CH:20]=[C:19]([C:24]([NH2:25])=[O:34])[C:18]=3[CH:17]=[C:16]2[CH:26]2[CH2:27][CH2:28]2)[N:14]=1)[C:2]1[CH:3]=[CH:4][CH:5]=[CH:6][CH:7]=1. (9) Given the reactants [C:1]([O:4][CH2:5][C@@H:6]1[C@@H:11]([O:12][C:13](=[O:15])[CH3:14])[C@H:10]([O:16][C:17](=[O:19])[CH3:18])[C@@H:9]([O:20][C:21](=[O:23])[CH3:22])[C@H:8]([N:24]2[C:32]3[C:27](=[C:28]([CH3:33])[CH:29]=[CH:30][CH:31]=3)[CH:26]([CH2:34][C:35]3[CH:40]=[CH:39][C:38]([Br:41])=[CH:37][CH:36]=3)[CH2:25]2)[O:7]1)(=[O:3])[CH3:2], predict the reaction product. The product is: [C:1]([O:4][CH2:5][C@@H:6]1[C@@H:11]([O:12][C:13](=[O:15])[CH3:14])[C@H:10]([O:16][C:17](=[O:19])[CH3:18])[C@@H:9]([O:20][C:21](=[O:23])[CH3:22])[C@H:8]([N:24]2[C:32]3[C:27](=[C:28]([CH3:33])[CH:29]=[CH:30][CH:31]=3)[C:26]([CH2:34][C:35]3[CH:36]=[CH:37][C:38]([Br:41])=[CH:39][CH:40]=3)=[CH:25]2)[O:7]1)(=[O:3])[CH3:2]. (10) Given the reactants Cl.[F:2][C:3]1[CH:9]=[C:8]([OH:10])[CH:7]=[CH:6][C:4]=1[NH2:5].[OH-:11].[Na+].N[C:14]1[CH:19]=CC=CC=1.[CH2:20]1[O:22][CH2:21]1, predict the reaction product. The product is: [OH:22][CH2:20][CH2:21][N:5]([CH2:14][CH2:19][OH:11])[C:4]1[CH:6]=[CH:7][C:8]([OH:10])=[CH:9][C:3]=1[F:2].